This data is from Peptide-MHC class I binding affinity with 185,985 pairs from IEDB/IMGT. The task is: Regression. Given a peptide amino acid sequence and an MHC pseudo amino acid sequence, predict their binding affinity value. This is MHC class I binding data. (1) The peptide sequence is CFTSLVWAPLILA. The MHC is HLA-A29:02 with pseudo-sequence HLA-A29:02. The binding affinity (normalized) is 0.165. (2) The peptide sequence is RAPKVRLSL. The MHC is HLA-A30:01 with pseudo-sequence HLA-A30:01. The binding affinity (normalized) is 0.383. (3) The peptide sequence is MQWNSTTFH. The MHC is HLA-A02:01 with pseudo-sequence HLA-A02:01. The binding affinity (normalized) is 0.